From a dataset of Forward reaction prediction with 1.9M reactions from USPTO patents (1976-2016). Predict the product of the given reaction. (1) Given the reactants [CH3:1][C:2]1[CH:3]=[C:4]2[C:8](=[CH:9][CH:10]=1)[NH:7][C:6]([C:11]1[CH:16]=[CH:15][CH:14]=[CH:13][CH:12]=1)=[CH:5]2.C([BH3-])#N.[Na+].[OH-].[Na+], predict the reaction product. The product is: [CH3:1][C:2]1[CH:3]=[C:4]2[C:8](=[CH:9][CH:10]=1)[NH:7][CH:6]([C:11]1[CH:16]=[CH:15][CH:14]=[CH:13][CH:12]=1)[CH2:5]2. (2) Given the reactants [H-].[Na+].[C:3]1([CH3:19])[CH:8]=[C:7]([CH3:9])[CH:6]=[C:5]([CH3:10])[C:4]=1[CH:11]([C:16](=[O:18])[CH3:17])[C:12]([O:14][CH3:15])=[O:13].[Li]CCCC.[CH2:25]([O:32][CH2:33][CH:34]([CH3:37])[CH:35]=[O:36])[C:26]1[CH:31]=[CH:30][CH:29]=[CH:28][CH:27]=1, predict the reaction product. The product is: [CH2:25]([O:32][CH2:33][CH:34]([CH3:37])[CH:35]([OH:36])[CH2:17][C:16](=[O:18])[CH:11]([C:4]1[C:5]([CH3:10])=[CH:6][C:7]([CH3:9])=[CH:8][C:3]=1[CH3:19])[C:12]([O:14][CH3:15])=[O:13])[C:26]1[CH:31]=[CH:30][CH:29]=[CH:28][CH:27]=1.